From a dataset of HIV replication inhibition screening data with 41,000+ compounds from the AIDS Antiviral Screen. Binary Classification. Given a drug SMILES string, predict its activity (active/inactive) in a high-throughput screening assay against a specified biological target. (1) The compound is O=C1C(=Cc2ccc(F)cc2)CCc2ccccc21. The result is 0 (inactive). (2) The drug is O=c1[nH]c2ncccc2c(=O)n1OS(=O)(=O)c1ccccc1. The result is 0 (inactive). (3) The compound is Oc1ccc(C(O)(c2ccccc2)c2ccccc2)cc1. The result is 0 (inactive). (4) The compound is COc1ccc2c(c1)CCc1c-2n(CCN2CCCCC2)c2ccc(OC)cc12. The result is 0 (inactive). (5) The compound is Cl.O=C(NCCCCCCCN1CCCCCCC1)C(C1CCCCC1)C1CCCCC1. The result is 0 (inactive). (6) The compound is O=S1(=O)CCC(Br)c2ccccc2C1. The result is 0 (inactive). (7) The compound is CN1c2ccccc2S(=O)(=O)n2c(COc3ccc(Cl)cc3)nnc21. The result is 0 (inactive). (8) The compound is Oc1nnnc2c1cnn2C1CCCO1. The result is 0 (inactive).